From a dataset of Retrosynthesis with 50K atom-mapped reactions and 10 reaction types from USPTO. Predict the reactants needed to synthesize the given product. (1) Given the product Cc1c(C(=O)O)cc(C(=O)NCc2ccc(S(C)(=O)=O)cc2)c(=O)n1-c1cccc(C(F)(F)F)c1, predict the reactants needed to synthesize it. The reactants are: CCOC(=O)c1cc(C(=O)NCc2ccc(S(C)(=O)=O)cc2)c(=O)n(-c2cccc(C(F)(F)F)c2)c1C. (2) The reactants are: Cn1nc(-c2ccc(Cl)c(S(=O)(=O)Cl)c2)c(Cl)c1OC(F)F.NC1CC1. Given the product Cn1nc(-c2ccc(Cl)c(S(=O)(=O)NC3CC3)c2)c(Cl)c1OC(F)F, predict the reactants needed to synthesize it. (3) Given the product CCOC(=O)c1oc2c(C(=O)c3cccs3)ccc(OC)c2c1C, predict the reactants needed to synthesize it. The reactants are: CCOC(=O)c1oc2cccc(OC)c2c1C.O=C(Cl)c1cccs1. (4) The reactants are: Cc1cccc(OCCCBr)c1N. Given the product Cc1cccc2c1NCCCO2, predict the reactants needed to synthesize it. (5) Given the product Cc1noc(C)c1C(=O)N(Cc1cc(=O)[nH]c2c(F)c(F)ccc12)c1cccc(Cl)c1, predict the reactants needed to synthesize it. The reactants are: Cc1noc(C)c1C(=O)O.O=c1cc(CNc2cccc(Cl)c2)c2ccc(F)c(F)c2[nH]1. (6) Given the product COC(=O)c1cccc2[nH]c([C@@]3(C)CCCN3)cc12, predict the reactants needed to synthesize it. The reactants are: COC(=O)c1cccc2[nH]c([C@@]3(C)CCCN3C(=O)OCc3ccccc3)cc12.